Dataset: Peptide-MHC class I binding affinity with 185,985 pairs from IEDB/IMGT. Task: Regression. Given a peptide amino acid sequence and an MHC pseudo amino acid sequence, predict their binding affinity value. This is MHC class I binding data. The peptide sequence is LPGPDTRHL. The MHC is HLA-A02:06 with pseudo-sequence HLA-A02:06. The binding affinity (normalized) is 0.